Dataset: Catalyst prediction with 721,799 reactions and 888 catalyst types from USPTO. Task: Predict which catalyst facilitates the given reaction. (1) Reactant: [ClH:1].[NH2:2][C@@H:3]([CH3:28])[C:4]([N:6]1[CH2:10][C@H:9]([OH:11])[CH2:8][C@H:7]1[C:12]([NH:14][CH2:15][C:16]1[CH:21]=[CH:20][C:19]([C:22]2[S:26][CH:25]=[N:24][C:23]=2[CH3:27])=[CH:18][CH:17]=1)=[O:13])=[O:5].CCN(C(C)C)C(C)C.C(OC([NH:45][C@@H:46]([CH2:50][CH:51]([CH3:53])[CH3:52])[C:47](O)=[O:48])=O)(C)(C)C.CN(C(ON1N=NC2C=CC=NC1=2)=[N+](C)C)C.F[P-](F)(F)(F)(F)F.Cl.O1CCOCC1. Product: [ClH:1].[NH2:45][C@@H:46]([CH2:50][CH:51]([CH3:53])[CH3:52])[C:47]([NH:2][C@@H:3]([CH3:28])[C:4]([N:6]1[CH2:10][C@H:9]([OH:11])[CH2:8][C@H:7]1[C:12]([NH:14][CH2:15][C:16]1[CH:21]=[CH:20][C:19]([C:22]2[S:26][CH:25]=[N:24][C:23]=2[CH3:27])=[CH:18][CH:17]=1)=[O:13])=[O:5])=[O:48]. The catalyst class is: 18. (2) Reactant: [Cl:1][C:2]1[CH:3]=[C:4]([C:9]2[CH:10]=[C:11]([C:28]([NH2:30])=[O:29])[C:12]3[NH:13][C:14]4[C:19]([C:20]=3[CH:21]=2)=[CH:18][CH:17]=[C:16]([N:22]2[CH2:27][CH2:26][O:25][CH2:24][CH2:23]2)[CH:15]=4)[CH:5]=[CH:6][C:7]=1[OH:8].C([O-])([O-])=O.[K+].[K+].[Br:37][CH2:38][CH2:39]Br.O.C(O)(=O)CC(CC(O)=O)(C(O)=O)O. Product: [Br:37][CH2:38][CH2:39][O:8][C:7]1[CH:6]=[CH:5][C:4]([C:9]2[CH:10]=[C:11]([C:28]([NH2:30])=[O:29])[C:12]3[NH:13][C:14]4[C:19]([C:20]=3[CH:21]=2)=[CH:18][CH:17]=[C:16]([N:22]2[CH2:27][CH2:26][O:25][CH2:24][CH2:23]2)[CH:15]=4)=[CH:3][C:2]=1[Cl:1]. The catalyst class is: 399. (3) Reactant: Br[CH2:2][C:3]1[CH:8]=[CH:7][C:6]([N+:9]([O-:11])=[O:10])=[CH:5][C:4]=1[Cl:12].CCN(CC)CC.[CH3:20][N:21]1[CH2:26][CH2:25][NH:24][CH2:23][CH2:22]1.C([O-])(O)=O.[Na+]. Product: [Cl:12][C:4]1[CH:5]=[C:6]([N+:9]([O-:11])=[O:10])[CH:7]=[CH:8][C:3]=1[CH2:2][N:24]1[CH2:25][CH2:26][N:21]([CH3:20])[CH2:22][CH2:23]1. The catalyst class is: 2. (4) Reactant: [N:1]1([C:11]([O:13][C:14]([CH3:17])([CH3:16])[CH3:15])=[O:12])[CH2:6][CH2:5][NH:4][CH2:3][CH:2]1[C:7]([O:9][CH3:10])=[O:8].[CH:18]1[CH:23]=[CH:22][C:21]([CH2:24]Br)=[CH:20][CH:19]=1.C(N(CC)CC)C. Product: [CH2:24]([N:4]1[CH2:5][CH2:6][N:1]([C:11]([O:13][C:14]([CH3:17])([CH3:16])[CH3:15])=[O:12])[CH:2]([C:7]([O:9][CH3:10])=[O:8])[CH2:3]1)[C:21]1[CH:22]=[CH:23][CH:18]=[CH:19][CH:20]=1. The catalyst class is: 10. (5) Reactant: [O:1]1[CH2:6][CH2:5][CH:4]([CH2:7][OH:8])[CH2:3][CH2:2]1.[C:9]1([CH3:19])[CH:14]=[CH:13][C:12]([S:15](Cl)(=[O:17])=[O:16])=[CH:11][CH:10]=1.[N:20]1C=CC=CC=1. Product: [O:1]1[CH2:6][CH2:5][CH:4]([CH2:7][O:8][S:15]([C:12]2[CH:13]=[CH:14][C:9]([CH3:19])=[CH:10][CH:11]=2)(=[O:17])=[O:16])[CH2:3][CH2:2]1.[NH3:20]. The catalyst class is: 2. (6) Reactant: [F:1][C:2]1[C:7]([OH:8])=[CH:6][CH:5]=[CH:4][C:3]=1[CH2:9][NH:10][C:11]([C:13]1[CH:14]=[C:15]2[C:20](=[CH:21][CH:22]=1)[N:19]=[CH:18][CH:17]=[CH:16]2)=[O:12].C(=O)([O-])[O-].[K+].[K+].CN(C=O)C.Br[CH2:35][C:36]#[C:37][CH3:38]. Product: [CH2:35]([O:8][C:7]1[C:2]([F:1])=[C:3]([CH2:9][NH:10][C:11]([C:13]2[CH:14]=[C:15]3[C:20](=[CH:21][CH:22]=2)[N:19]=[CH:18][CH:17]=[CH:16]3)=[O:12])[CH:4]=[CH:5][CH:6]=1)[C:36]#[C:37][CH3:38]. The catalyst class is: 6. (7) Reactant: [CH2:1]([N:3]1[C:11](=[O:12])[C:10]2[C:5](=[CH:6][CH:7]=[CH:8][CH:9]=2)[CH:4]1[C:13]([OH:15])=O)[CH3:2].ON1C2C=CC=CC=2N=N1.C(N(C(C)C)CC)(C)C.[Cl:35][C:36]1[CH:41]=[C:40]([Cl:42])[CH:39]=[CH:38][C:37]=1[CH2:43][NH2:44].F[P-](F)(F)(F)(F)F.N1(OC(N(C)C)=[N+](C)C)C2N=CC=CC=2N=N1. Product: [Cl:35][C:36]1[CH:41]=[C:40]([Cl:42])[CH:39]=[CH:38][C:37]=1[CH2:43][NH:44][C:13]([CH:4]1[C:5]2[C:10](=[CH:9][CH:8]=[CH:7][CH:6]=2)[C:11](=[O:12])[N:3]1[CH2:1][CH3:2])=[O:15]. The catalyst class is: 35.